Dataset: Full USPTO retrosynthesis dataset with 1.9M reactions from patents (1976-2016). Task: Predict the reactants needed to synthesize the given product. (1) The reactants are: [N+:1]([C:4]1[CH:5]=[C:6]([CH:10]=[CH:11][CH:12]=1)[C:7]([OH:9])=O)([O-:3])=[O:2].C(N(C(C)C)C(C)C)C.C1C=CC2N(O)N=NC=2C=1.[CH2:32]([N:34]1[CH2:39][CH2:38][NH:37][CH2:36][CH2:35]1)[CH3:33]. Given the product [CH2:32]([N:34]1[CH2:39][CH2:38][N:37]([C:7]([C:6]2[CH:10]=[CH:11][CH:12]=[C:4]([N+:1]([O-:3])=[O:2])[CH:5]=2)=[O:9])[CH2:36][CH2:35]1)[CH3:33], predict the reactants needed to synthesize it. (2) Given the product [F:42][C:39]1[CH:40]=[C:41]2[C:36]([CH:35]=[CH:34][N:33]2[CH2:32][CH:30]2[CH2:31][N:28]([CH2:16][CH:13]3[O:12][C:8]4=[C:9]5[C:4](=[CH:5][CH:6]=[C:7]4[O:15][CH2:14]3)[N:3]=[C:2]([CH3:1])[CH:11]=[CH:10]5)[CH2:29]2)=[CH:37][CH:38]=1, predict the reactants needed to synthesize it. The reactants are: [CH3:1][C:2]1[CH:11]=[CH:10][C:9]2[C:4](=[CH:5][CH:6]=[C:7]3[O:15][CH2:14][C@H:13]([CH2:16]OS(C4C=CC(Br)=CC=4)(=O)=O)[O:12][C:8]3=2)[N:3]=1.[NH:28]1[CH2:31][CH:30]([CH2:32][N:33]2[C:41]3[C:36](=[CH:37][CH:38]=[C:39]([F:42])[CH:40]=3)[CH:35]=[CH:34]2)[CH2:29]1.C(N(CC)CC)C. (3) The reactants are: [F:1][C:2]1([F:48])[CH2:7][CH2:6][CH:5]([C:8]2[C:17]3[CH:16]([OH:18])[CH2:15][C:14]([CH3:20])([CH3:19])[CH2:13][C:12]=3[N:11]=[C:10]([CH:21]3[CH2:26][CH2:25][N:24]([C:27]4[N:32]=[CH:31][C:30]([CH2:33][NH:34][CH3:35])=[CH:29][N:28]=4)[CH2:23][CH2:22]3)[C:9]=2[CH:36]([F:47])[C:37]2[CH:42]=[CH:41][C:40]([C:43]([F:46])([F:45])[F:44])=[CH:39][CH:38]=2)[CH2:4][CH2:3]1.C(N(CC)CC)C.[CH3:56][S:57](Cl)(=[O:59])=[O:58].C(=O)([O-])O.[Na+]. Given the product [F:48][C:2]1([F:1])[CH2:3][CH2:4][CH:5]([C:8]2[C:17]3[CH:16]([OH:18])[CH2:15][C:14]([CH3:20])([CH3:19])[CH2:13][C:12]=3[N:11]=[C:10]([CH:21]3[CH2:22][CH2:23][N:24]([C:27]4[N:32]=[CH:31][C:30]([CH2:33][N:34]([CH3:35])[S:57]([CH3:56])(=[O:59])=[O:58])=[CH:29][N:28]=4)[CH2:25][CH2:26]3)[C:9]=2[CH:36]([F:47])[C:37]2[CH:38]=[CH:39][C:40]([C:43]([F:45])([F:44])[F:46])=[CH:41][CH:42]=2)[CH2:6][CH2:7]1, predict the reactants needed to synthesize it. (4) Given the product [CH3:1][C:2]1([CH3:9])[O:6][CH:5]([CH2:7][O:8][CH2:11][C:12]([O:14][C:15]2[C:28]3[C:19](=[N+:20]([O-:32])[C:21]4[C:26]([N+:27]=3[O-:29])=[CH:25][CH:24]=[CH:23][C:22]=4[OH:30])[CH:18]=[CH:17][CH:16]=2)=[O:13])[CH2:4][O:3]1, predict the reactants needed to synthesize it. The reactants are: [CH3:1][C:2]1([CH3:9])[O:6][CH:5]([CH2:7][OH:8])[CH2:4][O:3]1.Cl[CH2:11][C:12]([O:14][C:15]1[C:28]2[C:19](=[N+:20]([O-:32])[C:21]3[C:26]([N+:27]=2[O-:29])=[CH:25][CH:24]=[CH:23][C:22]=3[O:30]C)[CH:18]=[CH:17][CH:16]=1)=[O:13]. (5) Given the product [CH3:22][N:18]1[C:19]2[C:14](=[CH:13][C:12]([C:7]3[C:6]4[CH2:5][CH2:4][CH2:3][C@@H:2]([NH:1][S:27]([CH:24]5[CH2:26][CH2:25]5)(=[O:29])=[O:28])[C:11]=4[CH:10]=[N:9][CH:8]=3)=[CH:21][CH:20]=2)[CH2:15][CH2:16][C:17]1=[O:23], predict the reactants needed to synthesize it. The reactants are: [NH2:1][C@H:2]1[C:11]2[CH:10]=[N:9][CH:8]=[C:7]([C:12]3[CH:13]=[C:14]4[C:19](=[CH:20][CH:21]=3)[N:18]([CH3:22])[C:17](=[O:23])[CH2:16][CH2:15]4)[C:6]=2[CH2:5][CH2:4][CH2:3]1.[CH:24]1([S:27](Cl)(=[O:29])=[O:28])[CH2:26][CH2:25]1. (6) Given the product [Br:1][C:2]1[CH:7]=[CH:6][C:5]([N:8]2[CH2:13][CH:12]([CH3:14])[CH2:11][CH:10]([CH3:15])[CH2:9]2)=[C:4]([CH:3]=1)[NH2:16], predict the reactants needed to synthesize it. The reactants are: [Br:1][C:2]1[CH:7]=[CH:6][C:5]([N:8]2[CH2:13][CH:12]([CH3:14])[CH2:11][CH:10]([CH3:15])[CH2:9]2)=[C:4]([N+:16]([O-])=O)[CH:3]=1.[Cl-].[NH4+]. (7) Given the product [CH:1]1([CH2:4][O:5][C:6]2[C:7]([F:34])=[CH:8][C:9]([C:13]3[O:14][C:15]4[CH:20]=[C:19]([O:21][CH2:22][C@@H:23]([NH:25][C:26](=[O:27])[CH3:36])[CH3:24])[N:18]=[CH:17][C:16]=4[N:33]=3)=[CH:10][C:11]=2[F:12])[CH2:3][CH2:2]1, predict the reactants needed to synthesize it. The reactants are: [CH:1]1([CH2:4][O:5][C:6]2[C:11]([F:12])=[CH:10][C:9]([C:13]3[O:14][C:15]4[CH:20]=[C:19]([O:21][CH2:22][C@@H:23]([NH:25][C:26](=O)[O:27]C(C)(C)C)[CH3:24])[N:18]=[CH:17][C:16]=4[N:33]=3)=[CH:8][C:7]=2[F:34])[CH2:3][CH2:2]1.Cl.[C:36](OCC)(=O)C. (8) Given the product [F:1][C:2]1[CH:3]=[C:4]([N:19]2[CH2:23][C@H:22]([CH2:24][O:25][S:35]([CH3:34])(=[O:37])=[O:36])[O:21][C:20]2=[O:26])[CH:5]=[C:6]([F:18])[C:7]=1[N:8]1[CH2:13][CH2:12][C:11]([OH:17])([CH2:14][O:15][CH3:16])[CH2:10][CH2:9]1, predict the reactants needed to synthesize it. The reactants are: [F:1][C:2]1[CH:3]=[C:4]([N:19]2[CH2:23][C@H:22]([CH2:24][OH:25])[O:21][C:20]2=[O:26])[CH:5]=[C:6]([F:18])[C:7]=1[N:8]1[CH2:13][CH2:12][C:11]([OH:17])([CH2:14][O:15][CH3:16])[CH2:10][CH2:9]1.C(N(CC)CC)C.[CH3:34][S:35](Cl)(=[O:37])=[O:36].O. (9) Given the product [CH3:14][O:15][CH2:16][S:17][C:18]1[CH:23]=[CH:22][C:21]([C:2]2[N:7]=[C:6]([NH:8][C:9]([CH:11]3[CH2:13][CH2:12]3)=[O:10])[CH:5]=[CH:4][CH:3]=2)=[CH:20][CH:19]=1, predict the reactants needed to synthesize it. The reactants are: Br[C:2]1[N:7]=[C:6]([NH:8][C:9]([CH:11]2[CH2:13][CH2:12]2)=[O:10])[CH:5]=[CH:4][CH:3]=1.[CH3:14][O:15][CH2:16][S:17][C:18]1[CH:23]=[CH:22][C:21](B(O)O)=[CH:20][CH:19]=1.C([O-])(O)=O.[Na+].CCOC(C)=O. (10) Given the product [Cl:1][C:2]1[CH:7]=[CH:6][CH:5]=[C:4]([OH:8])[C:3]=1[C:10]1[CH:15]=[CH:14][CH:13]=[CH:12][C:11]=1[CH3:16], predict the reactants needed to synthesize it. The reactants are: [Cl:1][C:2]1[CH:7]=[CH:6][CH:5]=[C:4]([O:8]C)[C:3]=1[C:10]1[CH:15]=[CH:14][CH:13]=[CH:12][C:11]=1[CH3:16].C(=O)([O-])[O-].[K+].[K+].